Dataset: Reaction yield outcomes from USPTO patents with 853,638 reactions. Task: Predict the reaction yield, written as a fraction of the theoretical maximum amount of product (1.0 means a 100% yield; for example, 0.34 means a 34% yield). (1) The reactants are [C:1]1(=[O:11])[NH:5][C:4](=[O:6])[C:3]2=[CH:7][CH:8]=[CH:9][CH:10]=[C:2]12.[K].[CH2:13](Br)[CH:14]=[CH2:15]. The catalyst is CN(C=O)C. The product is [CH2:15]([N:5]1[C:1](=[O:11])[C:2]2=[CH:10][CH:9]=[CH:8][CH:7]=[C:3]2[C:4]1=[O:6])[CH:14]=[CH2:13]. The yield is 0.940. (2) The reactants are O.[OH-].[Li+].[CH:4]1([C@H:10]([NH:15][C:16]([C:18]2[C:27]([NH:28][C:29]([NH:31][C:32]3[C:37]([Cl:38])=[CH:36][C:35]([Cl:39])=[CH:34][C:33]=3[Cl:40])=[O:30])=[CH:26][C:25]3[C:20](=[CH:21][CH:22]=[CH:23][CH:24]=3)[CH:19]=2)=[O:17])[C:11]([O:13]C)=[O:12])[CH2:9][CH2:8][CH2:7][CH2:6][CH2:5]1.CO.Cl. The catalyst is C1COCC1.O. The product is [CH:4]1([C@H:10]([NH:15][C:16]([C:18]2[C:27]([NH:28][C:29]([NH:31][C:32]3[C:33]([Cl:40])=[CH:34][C:35]([Cl:39])=[CH:36][C:37]=3[Cl:38])=[O:30])=[CH:26][C:25]3[C:20](=[CH:21][CH:22]=[CH:23][CH:24]=3)[CH:19]=2)=[O:17])[C:11]([OH:13])=[O:12])[CH2:9][CH2:8][CH2:7][CH2:6][CH2:5]1. The yield is 0.820. (3) The reactants are [CH2:1]([OH:10])[CH2:2][CH2:3][CH2:4][CH2:5][CH2:6][CH2:7][CH:8]=[CH2:9].[CH2:11]=[CH:12][CH2:13]CC. The catalyst is C1COCC1. The product is [CH2:1]([OH:10])[CH2:2][CH2:3][CH2:4][CH2:5][CH2:6][CH2:7]/[CH:8]=[CH:9]\[CH2:11][CH2:12][CH3:13]. The yield is 0.730.